Regression. Given two drug SMILES strings and cell line genomic features, predict the synergy score measuring deviation from expected non-interaction effect. From a dataset of NCI-60 drug combinations with 297,098 pairs across 59 cell lines. Drug 1: C1=CC(=CC=C1CC(C(=O)O)N)N(CCCl)CCCl.Cl. Drug 2: CCC1=C2CN3C(=CC4=C(C3=O)COC(=O)C4(CC)O)C2=NC5=C1C=C(C=C5)O. Cell line: A498. Synergy scores: CSS=13.2, Synergy_ZIP=-5.38, Synergy_Bliss=-1.35, Synergy_Loewe=-8.01, Synergy_HSA=-3.48.